This data is from Reaction yield outcomes from USPTO patents with 853,638 reactions. The task is: Predict the reaction yield, written as a fraction of the theoretical maximum amount of product (1.0 means a 100% yield; for example, 0.34 means a 34% yield). (1) The reactants are O=P(Cl)(Cl)[Cl:3].C[N:7]([CH:9]=O)[CH3:8].C1[C:20]2[C:15](=[CH:16][CH:17]=[CH:18][CH:19]=2)[CH2:14][C:13](=[O:21])N1.[OH-].[Na+]. The catalyst is C1COCC1.C1(C)C=CC=CC=1. The product is [Cl:3][C:8]1[N:7]=[CH:9][C:20]2[C:15]([C:14]=1[CH:13]=[O:21])=[CH:16][CH:17]=[CH:18][CH:19]=2. The yield is 0.500. (2) The reactants are [CH3:1][O:2][C:3]1[CH:4]=[CH:5][C:6]2[O:10][C:9]([CH:11]([NH:18][C:19]3[CH:28]=[CH:27][C:22]([C:23]([O:25]C)=[O:24])=[CH:21][CH:20]=3)[CH2:12][CH2:13][CH2:14][CH2:15][CH2:16][CH3:17])=[C:8]([CH3:29])[C:7]=2[CH:30]=1.O1CCCC1.[OH-].[Na+]. The catalyst is C(O)C. The product is [CH3:1][O:2][C:3]1[CH:4]=[CH:5][C:6]2[O:10][C:9]([CH:11]([NH:18][C:19]3[CH:28]=[CH:27][C:22]([C:23]([OH:25])=[O:24])=[CH:21][CH:20]=3)[CH2:12][CH2:13][CH2:14][CH2:15][CH2:16][CH3:17])=[C:8]([CH3:29])[C:7]=2[CH:30]=1. The yield is 0.900.